This data is from Reaction yield outcomes from USPTO patents with 853,638 reactions. The task is: Predict the reaction yield, written as a fraction of the theoretical maximum amount of product (1.0 means a 100% yield; for example, 0.34 means a 34% yield). (1) The reactants are [C:1]([N:8]([CH3:16])[C@H:9]([CH2:14][OH:15])[C@H:10]([CH2:12][CH3:13])[CH3:11])([O:3][C:4]([CH3:7])([CH3:6])[CH3:5])=[O:2].C([O-])(O)=O.[Na+].[K+].[Br-].Cl[O-].[Na+]. The catalyst is ClCCl.O. The product is [C:4]([O:3][C:1](=[O:2])[N:8]([C@H:9]([CH:14]=[O:15])[C@@H:10]([CH3:11])[CH2:12][CH3:13])[CH3:16])([CH3:5])([CH3:7])[CH3:6]. The yield is 0.972. (2) The yield is 0.710. The catalyst is C(O)C.C1(C)C=CC=CC=1.ClCCl. The reactants are [CH3:1][S:2]([C:5]1[CH:22]=[CH:21][C:8](/[CH:9]=[C:10]2/[C:11](=O)[CH2:12][CH2:13][C:14]3[C:19]/2=[CH:18][CH:17]=[CH:16][CH:15]=3)=[CH:7][CH:6]=1)(=[O:4])=[O:3].C([O-])(=O)C.[Na+].Cl.[NH2:29][OH:30].O. The product is [CH3:1][S:2]([C:5]1[CH:22]=[CH:21][C:8]([C:9]2[O:30][N:29]=[C:11]3[CH2:12][CH2:13][C:14]4[C:19]([C:10]=23)=[CH:18][CH:17]=[CH:16][CH:15]=4)=[CH:7][CH:6]=1)(=[O:4])=[O:3].